From a dataset of Forward reaction prediction with 1.9M reactions from USPTO patents (1976-2016). Predict the product of the given reaction. (1) Given the reactants [F:1][C:2]1[CH:3]=[C:4]2[C:8](=[CH:9][CH:10]=1)[N:7]([CH2:11][C:12]1[CH:17]=[CH:16][CH:15]=[C:14]([F:18])[CH:13]=1)[C:6]([C:19]([OH:21])=O)=[CH:5]2.[NH2:22][C:23]1[CH:24]=[C:25]2[NH:31][CH:30]=[CH:29][C:26]2=[N:27][CH:28]=1, predict the reaction product. The product is: [NH:31]1[C:25]2[C:26](=[N:27][CH:28]=[C:23]([NH:22][C:19]([C:6]3[N:7]([CH2:11][C:12]4[CH:17]=[CH:16][CH:15]=[C:14]([F:18])[CH:13]=4)[C:8]4[C:4]([CH:5]=3)=[CH:3][C:2]([F:1])=[CH:10][CH:9]=4)=[O:21])[CH:24]=2)[CH:29]=[CH:30]1. (2) The product is: [CH2:1]([C:8]1[CH:9]=[N:10][C:11]2[C:16]([C:17]=1[C:18]1[CH:19]=[C:20]([NH:24][CH2:29][C:31]3[CH:32]=[C:33]4[C:37](=[CH:38][CH:39]=3)[NH:36][CH:35]=[CH:34]4)[CH:21]=[CH:22][CH:23]=1)=[CH:15][CH:14]=[CH:13][C:12]=2[C:25]([F:28])([F:26])[F:27])[C:2]1[CH:3]=[CH:4][CH:5]=[CH:6][CH:7]=1. Given the reactants [CH2:1]([C:8]1[CH:9]=[N:10][C:11]2[C:16]([C:17]=1[C:18]1[CH:19]=[C:20]([NH2:24])[CH:21]=[CH:22][CH:23]=1)=[CH:15][CH:14]=[CH:13][C:12]=2[C:25]([F:28])([F:27])[F:26])[C:2]1[CH:7]=[CH:6][CH:5]=[CH:4][CH:3]=1.[CH:29]([C:31]1[CH:32]=[C:33]2[C:37](=[CH:38][CH:39]=1)[NH:36][CH:35]=[CH:34]2)=O, predict the reaction product. (3) Given the reactants [C:1]([O:5][C:6]([C:8]1[S:9][C:10](Br)=[CH:11][C:12]=1[NH:13][S:14]([C:17]1[C:18]([CH3:23])=[CH:19][CH:20]=[CH:21][CH:22]=1)(=[O:16])=[O:15])=[O:7])([CH3:4])([CH3:3])[CH3:2].[S:25]1[C:29]2[CH:30]=[CH:31][CH:32]=[CH:33][C:28]=2[CH:27]=[C:26]1B(O)O.C([O-])([O-])=O.[Na+].[Na+], predict the reaction product. The product is: [C:1]([O:5][C:6]([C:8]1[S:9][C:10]([C:26]2[S:25][C:29]3[CH:30]=[CH:31][CH:32]=[CH:33][C:28]=3[CH:27]=2)=[CH:11][C:12]=1[NH:13][S:14]([C:17]1[C:18]([CH3:23])=[CH:19][CH:20]=[CH:21][CH:22]=1)(=[O:16])=[O:15])=[O:7])([CH3:4])([CH3:3])[CH3:2]. (4) Given the reactants [CH3:1][O:2][C:3]([CH3:15])([CH2:12][CH2:13][CH3:14])[CH2:4][CH2:5][CH2:6][C:7]([CH3:11])([OH:10])[C:8]#[CH:9].C1(C)C=CC(S(O)(=O)=O)=CC=1.[C:27](OC(=O)C)(=[O:29])[CH3:28], predict the reaction product. The product is: [C:27]([O:10][C:7]([CH3:11])([CH2:6][CH2:5][CH2:4][C:3]([O:2][CH3:1])([CH3:15])[CH2:12][CH2:13][CH3:14])[C:8]#[CH:9])(=[O:29])[CH3:28]. (5) Given the reactants FC(F)(F)C1C=C(NC(=O)NC2C=CC(C3SC(CCC(O)=O)=NC=3)=CC=2)C=CC=1.[Cl:31][C:32]1[CH:37]=[CH:36][CH:35]=[CH:34][C:33]=1[NH:38][C:39](=[O:62])[NH:40][C:41]1[CH:46]=[CH:45][C:44]([C:47]2[S:51][C:50]([CH:52]3[CH2:57][CH2:56][CH:55]([C:58]([O:60]C)=[O:59])[CH2:54][CH2:53]3)=[N:49][CH:48]=2)=[CH:43][CH:42]=1, predict the reaction product. The product is: [Cl:31][C:32]1[CH:37]=[CH:36][CH:35]=[CH:34][C:33]=1[NH:38][C:39](=[O:62])[NH:40][C:41]1[CH:42]=[CH:43][C:44]([C:47]2[S:51][C:50]([CH:52]3[CH2:53][CH2:54][CH:55]([C:58]([OH:60])=[O:59])[CH2:56][CH2:57]3)=[N:49][CH:48]=2)=[CH:45][CH:46]=1.